This data is from Forward reaction prediction with 1.9M reactions from USPTO patents (1976-2016). The task is: Predict the product of the given reaction. (1) Given the reactants [NH:1]1[CH:5]=[CH:4][CH:3]=[C:2]1[CH:6]=O.[Cl:8][C:9]1[CH:14]=[CH:13][C:12]([CH2:15][C:16]#[N:17])=[CH:11][CH:10]=1, predict the reaction product. The product is: [Cl:8][C:9]1[CH:14]=[CH:13][C:12](/[C:15](=[CH:6]/[C:2]2[NH:1][CH:5]=[CH:4][CH:3]=2)/[C:16]#[N:17])=[CH:11][CH:10]=1. (2) Given the reactants [CH3:1][O:2][C:3]1[C:4]2[C:13]([C:14]3[CH:19]=[CH:18][CH:17]=[CH:16][CH:15]=3)=[C:12]([C:20]3[CH:25]=[CH:24][C:23]([C:26]4([NH:30][C:31](=[O:37])[O:32][C:33]([CH3:36])([CH3:35])[CH3:34])[CH2:29][CH2:28][CH2:27]4)=[CH:22][CH:21]=3)[O:11][C:5]=2[N:6]=[C:7](SC)[N:8]=1.O[O:39][S:40]([O-:42])=O.[K+].[C:44](=O)([O-])O.[Na+], predict the reaction product. The product is: [CH3:1][O:2][C:3]1[C:4]2[C:13]([C:14]3[CH:15]=[CH:16][CH:17]=[CH:18][CH:19]=3)=[C:12]([C:20]3[CH:25]=[CH:24][C:23]([C:26]4([NH:30][C:31](=[O:37])[O:32][C:33]([CH3:36])([CH3:35])[CH3:34])[CH2:29][CH2:28][CH2:27]4)=[CH:22][CH:21]=3)[O:11][C:5]=2[N:6]=[C:7]([S:40]([CH3:44])(=[O:42])=[O:39])[N:8]=1. (3) Given the reactants [F:1][C:2]1[CH:3]=[N:4][C:5]([C:8]2[C:17]([CH3:18])=[CH:16][CH:15]=[CH:14][C:9]=2[C:10]([O:12]C)=[O:11])=[N:6][CH:7]=1.[OH-].[Na+], predict the reaction product. The product is: [F:1][C:2]1[CH:7]=[N:6][C:5]([C:8]2[C:17]([CH3:18])=[CH:16][CH:15]=[CH:14][C:9]=2[C:10]([OH:12])=[O:11])=[N:4][CH:3]=1. (4) Given the reactants [Li]CCCC.C(NC(C)C)(C)C.[Cl:13][C:14]1[CH:19]=[CH:18][C:17]([CH2:20][C:21]([O:23][CH3:24])=[O:22])=[CH:16][CH:15]=1.[Li+].CC([N-]C(C)C)C.Br[CH2:34][C:35]([O:37][C:38]([CH3:41])([CH3:40])[CH3:39])=[O:36], predict the reaction product. The product is: [Cl:13][C:14]1[CH:15]=[CH:16][C:17]([CH:20]([CH2:34][C:35]([O:37][C:38]([CH3:41])([CH3:40])[CH3:39])=[O:36])[C:21]([O:23][CH3:24])=[O:22])=[CH:18][CH:19]=1. (5) Given the reactants [Cl:1][C:2]1[CH:3]=[C:4]([C@H:9]([N:14]2[C:22]3[C:17](=[CH:18][CH:19]=[CH:20][C:21]=3[F:23])[C:16]([CH3:25])([CH3:24])[C:15]2=[O:26])[C@H:10]([OH:13])[CH2:11]O)[CH:5]=[C:6]([F:8])[CH:7]=1.C1(C)C=CC(S(Cl)(=O)=O)=CC=1.[N:38]1C=CC=C[CH:39]=1, predict the reaction product. The product is: [Cl:1][C:2]1[CH:3]=[C:4]([C@H:9]([N:14]2[C:22]3[C:17](=[CH:18][CH:19]=[CH:20][C:21]=3[F:23])[C:16]([CH3:25])([CH3:24])[C:15]2=[O:26])[C@H:10]([OH:13])[CH2:11][NH:38][CH3:39])[CH:5]=[C:6]([F:8])[CH:7]=1. (6) The product is: [CH2:1]([C@:3]1([OH:17])[C:9]2[CH:10]=[CH:11][NH:12][C:13](=[O:14])[C:8]=2[CH2:7][O:6][C:5](=[O:16])[CH2:4]1)[CH3:2]. Given the reactants [CH2:1]([C@:3]1([OH:17])[C:9]2[CH:10]=[CH:11][N:12]=[C:13]([O:14]C)[C:8]=2[CH2:7][O:6][C:5](=[O:16])[CH2:4]1)[CH3:2].[I-].[Na+].Cl[Si](C)(C)C.S([O-])([O-])=O.[Na+].[Na+].[Cl-].[Na+].O, predict the reaction product. (7) Given the reactants [CH3:1][C:2]1([CH3:30])[O:7][C:6]2[CH:8]=[CH:9][C:10]([C@H:12]3[O:16][C:15](=[O:17])[N:14]([CH2:18][CH2:19][C:20]4[CH:25]=[CH:24][C:23]([O:26][CH2:27][CH2:28][OH:29])=[CH:22][CH:21]=4)[CH2:13]3)=[CH:11][C:5]=2[CH2:4][O:3]1.C(N(C(C)C)CC)(C)C.[CH3:40][S:41](Cl)(=[O:43])=[O:42].C([O-])(O)=O.[Na+], predict the reaction product. The product is: [CH3:40][S:41]([O:29][CH2:28][CH2:27][O:26][C:23]1[CH:22]=[CH:21][C:20]([CH2:19][CH2:18][N:14]2[CH2:13][C@@H:12]([C:10]3[CH:9]=[CH:8][C:6]4[O:7][C:2]([CH3:30])([CH3:1])[O:3][CH2:4][C:5]=4[CH:11]=3)[O:16][C:15]2=[O:17])=[CH:25][CH:24]=1)(=[O:43])=[O:42].